From a dataset of Reaction yield outcomes from USPTO patents with 853,638 reactions. Predict the reaction yield, written as a fraction of the theoretical maximum amount of product (1.0 means a 100% yield; for example, 0.34 means a 34% yield). The reactants are [NH:1]1[C:9]2[C:4](=[CH:5][CH:6]=[CH:7][CH:8]=2)[CH:3]=[CH:2]1.[O-]P([O-])([O-])=O.[K+].[K+].[K+].Br[C:19]1[CH:20]=[C:21]([CH3:26])[CH:22]=[C:23]([CH3:25])[CH:24]=1.[OH-].[NH4+].CCCCCCCCCCCC. The catalyst is [Cu]I.C(N(CC)C(=O)C1C(=CC=CC=1)O)C.O.C(OCC)(=O)C. The product is [CH3:26][C:21]1[CH:20]=[C:19]([N:1]2[C:9]3[C:4](=[CH:5][CH:6]=[CH:7][CH:8]=3)[CH:3]=[CH:2]2)[CH:24]=[C:23]([CH3:25])[CH:22]=1. The yield is 0.890.